Dataset: NCI-60 drug combinations with 297,098 pairs across 59 cell lines. Task: Regression. Given two drug SMILES strings and cell line genomic features, predict the synergy score measuring deviation from expected non-interaction effect. (1) Drug 1: CS(=O)(=O)C1=CC(=C(C=C1)C(=O)NC2=CC(=C(C=C2)Cl)C3=CC=CC=N3)Cl. Drug 2: C1CC(C1)(C(=O)O)C(=O)O.[NH2-].[NH2-].[Pt+2]. Cell line: NCI-H226. Synergy scores: CSS=25.4, Synergy_ZIP=-6.70, Synergy_Bliss=4.59, Synergy_Loewe=5.16, Synergy_HSA=6.14. (2) Drug 1: C1=C(C(=O)NC(=O)N1)F. Drug 2: N.N.Cl[Pt+2]Cl. Cell line: CAKI-1. Synergy scores: CSS=22.9, Synergy_ZIP=4.46, Synergy_Bliss=3.24, Synergy_Loewe=2.92, Synergy_HSA=6.41. (3) Drug 2: CN(C)C1=NC(=NC(=N1)N(C)C)N(C)C. Synergy scores: CSS=41.3, Synergy_ZIP=-5.10, Synergy_Bliss=-11.0, Synergy_Loewe=-26.2, Synergy_HSA=-12.5. Drug 1: C1=C(C(=O)NC(=O)N1)F. Cell line: SF-539. (4) Drug 1: CC(CN1CC(=O)NC(=O)C1)N2CC(=O)NC(=O)C2. Drug 2: C(CC(=O)O)C(=O)CN.Cl. Cell line: SR. Synergy scores: CSS=57.2, Synergy_ZIP=-1.03, Synergy_Bliss=-0.622, Synergy_Loewe=-14.8, Synergy_HSA=1.65. (5) Drug 1: C1=NC2=C(N1)C(=S)N=C(N2)N. Drug 2: CC1C(C(=O)NC(C(=O)N2CCCC2C(=O)N(CC(=O)N(C(C(=O)O1)C(C)C)C)C)C(C)C)NC(=O)C3=C4C(=C(C=C3)C)OC5=C(C(=O)C(=C(C5=N4)C(=O)NC6C(OC(=O)C(N(C(=O)CN(C(=O)C7CCCN7C(=O)C(NC6=O)C(C)C)C)C)C(C)C)C)N)C. Cell line: NCI-H522. Synergy scores: CSS=24.6, Synergy_ZIP=5.96, Synergy_Bliss=13.7, Synergy_Loewe=13.5, Synergy_HSA=13.4. (6) Synergy scores: CSS=64.5, Synergy_ZIP=2.58, Synergy_Bliss=-3.99, Synergy_Loewe=-29.6, Synergy_HSA=-2.46. Drug 2: COCCOC1=C(C=C2C(=C1)C(=NC=N2)NC3=CC=CC(=C3)C#C)OCCOC.Cl. Drug 1: CC1=C2C(C(=O)C3(C(CC4C(C3C(C(C2(C)C)(CC1OC(=O)C(C(C5=CC=CC=C5)NC(=O)C6=CC=CC=C6)O)O)OC(=O)C7=CC=CC=C7)(CO4)OC(=O)C)O)C)OC(=O)C. Cell line: U251. (7) Drug 1: C1=NNC2=C1C(=O)NC=N2. Drug 2: CC1C(C(CC(O1)OC2CC(CC3=C2C(=C4C(=C3O)C(=O)C5=C(C4=O)C(=CC=C5)OC)O)(C(=O)CO)O)N)O.Cl. Cell line: SW-620. Synergy scores: CSS=40.4, Synergy_ZIP=-0.249, Synergy_Bliss=0.153, Synergy_Loewe=-8.52, Synergy_HSA=1.95. (8) Drug 1: C1CC(C1)(C(=O)O)C(=O)O.[NH2-].[NH2-].[Pt+2]. Drug 2: CC1=C(C(=O)C2=C(C1=O)N3CC4C(C3(C2COC(=O)N)OC)N4)N. Cell line: A549. Synergy scores: CSS=34.8, Synergy_ZIP=-2.10, Synergy_Bliss=0.364, Synergy_Loewe=-25.7, Synergy_HSA=-0.598.